Dataset: Catalyst prediction with 721,799 reactions and 888 catalyst types from USPTO. Task: Predict which catalyst facilitates the given reaction. (1) Reactant: C(OC([N:8]1[CH2:12][CH2:11][C@H:10]([C:13]2[CH:18]=[CH:17][C:16]([NH:19][C:20]([C:22]3[CH:23]=[N:24][C:25]([O:28][CH2:29][C:30]([F:33])([F:32])[F:31])=[CH:26][CH:27]=3)=[O:21])=[CH:15][CH:14]=2)[CH2:9]1)=O)(C)(C)C.[ClH:34]. Product: [ClH:34].[NH:8]1[CH2:12][CH2:11][C@H:10]([C:13]2[CH:18]=[CH:17][C:16]([NH:19][C:20](=[O:21])[C:22]3[CH:27]=[CH:26][C:25]([O:28][CH2:29][C:30]([F:31])([F:32])[F:33])=[N:24][CH:23]=3)=[CH:15][CH:14]=2)[CH2:9]1. The catalyst class is: 523. (2) Reactant: [BH4-].[Na+].[C:3]([O:7][C:8]([N:10]1[C:18]2[C:13](=[CH:14][C:15]([CH:19]=[O:20])=[CH:16][CH:17]=2)[C:12]([Br:21])=[N:11]1)=[O:9])([CH3:6])([CH3:5])[CH3:4].Cl. Product: [Br:21][C:12]1[C:13]2[C:18](=[CH:17][CH:16]=[C:15]([CH2:19][OH:20])[CH:14]=2)[N:10]([C:8]([O:7][C:3]([CH3:6])([CH3:5])[CH3:4])=[O:9])[N:11]=1. The catalyst class is: 3. (3) Reactant: [C:1]([O:5][C:6](=[O:25])[CH2:7][N:8]1[C:13](=[O:14])[CH:12]=[CH:11][C:10]([C:15]([O:17]CC2C=CC=CC=2)=[O:16])=[CH:9]1)([CH3:4])([CH3:3])[CH3:2]. Product: [C:1]([O:5][C:6](=[O:25])[CH2:7][N:8]1[C:13](=[O:14])[CH:12]=[CH:11][C:10]([C:15]([OH:17])=[O:16])=[CH:9]1)([CH3:4])([CH3:2])[CH3:3]. The catalyst class is: 591.